Dataset: Forward reaction prediction with 1.9M reactions from USPTO patents (1976-2016). Task: Predict the product of the given reaction. (1) Given the reactants [Cl:1][C:2]1[CH:9]=[C:8]([Cl:10])[CH:7]=[CH:6][C:3]=1[CH:4]=O.[C:11](#[N:15])[CH2:12][C:13]#[N:14].C(OCC)C, predict the reaction product. The product is: [Cl:1][C:2]1[CH:9]=[C:8]([Cl:10])[CH:7]=[CH:6][C:3]=1[CH:4]=[C:12]([C:11]#[N:15])[C:13]#[N:14]. (2) Given the reactants [O:1]=[C:2]1[N:8]([CH2:9][C:10]2[CH:19]=[CH:18][C:13]([C:14]([O:16][CH3:17])=[O:15])=[CH:12][CH:11]=2)[CH2:7][CH2:6][NH:5][CH2:4][CH2:3]1.C(N(C(C)C)CC)(C)C.Br[CH2:30][C:31]([NH:33][C:34]1[CH:39]=[CH:38][C:37]([O:40][C:41]2[CH:46]=[CH:45][CH:44]=[CH:43][CH:42]=2)=[CH:36][CH:35]=1)=[O:32], predict the reaction product. The product is: [O:1]=[C:2]1[N:8]([CH2:9][C:10]2[CH:19]=[CH:18][C:13]([C:14]([O:16][CH3:17])=[O:15])=[CH:12][CH:11]=2)[CH2:7][CH2:6][N:5]([CH2:30][C:31](=[O:32])[NH:33][C:34]2[CH:39]=[CH:38][C:37]([O:40][C:41]3[CH:42]=[CH:43][CH:44]=[CH:45][CH:46]=3)=[CH:36][CH:35]=2)[CH2:4][CH2:3]1. (3) Given the reactants CS(C)=O.[CH:5]1([CH:11]([OH:20])[CH:12]([C:14]2[CH:19]=[CH:18][CH:17]=[CH:16][CH:15]=2)[CH3:13])[CH2:10][CH2:9][CH2:8][CH2:7][CH2:6]1.O=P12OP3(OP(OP(O3)(O1)=O)(=O)O2)=O.CCN(CC)CC, predict the reaction product. The product is: [C:14]1([CH:12]([C:11]([CH:5]2[CH2:10][CH2:9][CH2:8][CH2:7][CH2:6]2)=[O:20])[CH3:13])[CH:19]=[CH:18][CH:17]=[CH:16][CH:15]=1. (4) The product is: [NH2:1][C:2]1[C:10]2[C:5](=[CH:6][CH:7]=[CH:8][CH:9]=2)[C:4]([C:18]2[CH:23]=[CH:22][C:21]([O:24][S:25]([CH3:28])(=[O:27])=[O:26])=[CH:20][CH:19]=2)([C:11]2[CH:16]=[CH:15][CH:14]=[C:13]([C:39]3[CH:38]=[N:37][CH:42]=[CH:41][CH:40]=3)[CH:12]=2)[N:3]=1. Given the reactants [NH2:1][C:2]1[C:10]2[C:5](=[CH:6][CH:7]=[CH:8][CH:9]=2)[C:4]([C:18]2[CH:23]=[CH:22][C:21]([O:24][S:25]([CH3:28])(=[O:27])=[O:26])=[CH:20][CH:19]=2)([C:11]2[CH:16]=[CH:15][CH:14]=[C:13](Br)[CH:12]=2)[N:3]=1.P([O-])([O-])([O-])=O.[K+].[K+].[K+].[N:37]1[CH:42]=[CH:41][CH:40]=[C:39](B(O)O)[CH:38]=1.[Al], predict the reaction product. (5) Given the reactants [CH3:1][O:2][C:3](=[O:7])[C:4]([CH3:6])=[CH2:5].[C:8]([O:13][CH2:14][CH3:15])(=[O:12])[C:9]([CH3:11])=[CH2:10], predict the reaction product. The product is: [C:3]([O:2][CH3:1])(=[O:7])[C:4]([CH3:6])=[CH2:5].[C:8]([O:13][CH2:14][CH3:15])(=[O:12])[C:9]([CH3:11])=[CH2:10].